Dataset: HIV replication inhibition screening data with 41,000+ compounds from the AIDS Antiviral Screen. Task: Binary Classification. Given a drug SMILES string, predict its activity (active/inactive) in a high-throughput screening assay against a specified biological target. (1) The compound is CCN(CC)Cc1cc(Nc2ccnc3ccc4nn(C)nc4c23)ccc1O.Cl. The result is 0 (inactive). (2) The compound is O=C(C=Cc1cccc([N+](=O)[O-])c1)c1ccccc1. The result is 0 (inactive). (3) The result is 0 (inactive). The molecule is COc1ccc2c(C)c(CNc3ccccc3)c(=O)oc2c1OC. (4) The compound is CCCN(C)C(=O)N(CC)S(=O)(=O)c1ccc(Cl)cc1. The result is 0 (inactive). (5) The drug is CN(C)C=Nc1cccc2c1NSN2. The result is 0 (inactive).